Task: Predict the product of the given reaction.. Dataset: Forward reaction prediction with 1.9M reactions from USPTO patents (1976-2016) (1) Given the reactants [N:1]1[CH:6]=[CH:5][CH:4]=[CH:3][C:2]=1[NH:7][C:8]1[CH:13]=[CH:12][CH:11]=[CH:10][C:9]=1[NH2:14].[F:15][C:16]1[CH:26]=[CH:25][CH:24]=[C:23]([F:27])[C:17]=1/[CH:18]=[CH:19]/[C:20]([Cl:22])=O.N1C=CC=CC=1N1C2C=CC=CC=2N=C1/C=C/C1C=CC=CC=1.Cl, predict the reaction product. The product is: [ClH:22].[F:15][C:16]1[CH:26]=[CH:25][CH:24]=[C:23]([F:27])[C:17]=1/[CH:18]=[CH:19]/[C:20]1[N:7]([C:2]2[CH:3]=[CH:4][CH:5]=[CH:6][N:1]=2)[C:8]2[CH:13]=[CH:12][CH:11]=[CH:10][C:9]=2[N:14]=1. (2) Given the reactants [Br:1][C:2]1[CH:3]=[N+:4]([O-])[CH:5]=[CH:6][CH:7]=1.[CH3:9][C:10]1([CH3:18])[O:15][C:14](=[O:16])[CH2:13][C:12](=[O:17])[O:11]1, predict the reaction product. The product is: [Br:1][C:2]1[CH:7]=[CH:6][C:5](=[C:13]2[C:14](=[O:16])[O:15][C:10]([CH3:18])([CH3:9])[O:11][C:12]2=[O:17])[NH:4][CH:3]=1. (3) Given the reactants [BH4-].[Na+].[C:3]([O:7][C:8](=[O:17])[NH:9][C@H:10]([C:12](=[O:16])[CH2:13][CH2:14][CH3:15])[CH3:11])([CH3:6])([CH3:5])[CH3:4], predict the reaction product. The product is: [C:3]([O:7][C:8](=[O:17])[NH:9][C@H:10]([CH:12]([OH:16])[CH2:13][CH2:14][CH3:15])[CH3:11])([CH3:4])([CH3:5])[CH3:6]. (4) Given the reactants [F:1][C:2]1[CH:7]=[CH:6][CH:5]=[C:4]([F:8])[C:3]=1[C:9]1[NH:10][C:11]([CH2:14][OH:15])=[CH:12][N:13]=1.C1C=C[NH+]=CC=1.[O-][Cr](Cl)(=O)=O.O, predict the reaction product. The product is: [F:1][C:2]1[CH:7]=[CH:6][CH:5]=[C:4]([F:8])[C:3]=1[C:9]1[NH:10][C:11]([CH:14]=[O:15])=[CH:12][N:13]=1. (5) Given the reactants O.O.O.O.[C:5]1([S:19]([OH:22])(=[O:21])=[O:20])[C:14]2[CH:13]=[CH:12][CH:11]=[C:10]([S:15]([OH:18])(=[O:17])=[O:16])[C:9]=2[CH:8]=[CH:7][CH:6]=1.[Cl:23][C:24]1[CH:29]=[CH:28][C:27]([CH:30]2[N:34]([C:35]3[CH:40]=[CH:39][C:38]([Cl:41])=[CH:37][C:36]=3[Cl:42])[N:33]=[C:32]([C:43]([NH:45][N:46]3[CH2:51][CH2:50][CH2:49][CH2:48][CH2:47]3)=[O:44])[CH2:31]2)=[CH:26][CH:25]=1, predict the reaction product. The product is: [C:5]1([S:19]([OH:22])(=[O:21])=[O:20])[C:14]2[CH:13]=[CH:12][CH:11]=[C:10]([S:15]([OH:18])(=[O:17])=[O:16])[C:9]=2[CH:8]=[CH:7][CH:6]=1.[Cl:23][C:24]1[CH:29]=[CH:28][C:27]([CH:30]2[N:34]([C:35]3[CH:40]=[CH:39][C:38]([Cl:41])=[CH:37][C:36]=3[Cl:42])[N:33]=[C:32]([C:43]([NH:45][N:46]3[CH2:47][CH2:48][CH2:49][CH2:50][CH2:51]3)=[O:44])[CH2:31]2)=[CH:26][CH:25]=1. (6) Given the reactants [NH:1]1[C:9]2[C:4](=[CH:5][CH:6]=[C:7]([C:10]#[N:11])[CH:8]=2)[CH:3]=[CH:2]1.C1C(=O)N([Br:19])C(=O)C1, predict the reaction product. The product is: [Br:19][C:3]1[C:4]2[C:9](=[CH:8][C:7]([C:10]#[N:11])=[CH:6][CH:5]=2)[NH:1][CH:2]=1. (7) Given the reactants Br[C:2]1[CH:7]=[CH:6][C:5]([NH:8][C:9]2[C:17]3[C:12](=[CH:13][N:14]=[CH:15][CH:16]=3)[O:11][C:10]=2[C:18]([O:20][CH2:21][CH3:22])=[O:19])=[C:4]([F:23])[CH:3]=1.[I-:24].[Na+].CN[C@@H]1CCCC[C@H]1NC, predict the reaction product. The product is: [F:23][C:4]1[CH:3]=[C:2]([I:24])[CH:7]=[CH:6][C:5]=1[NH:8][C:9]1[C:17]2[C:12](=[CH:13][N:14]=[CH:15][CH:16]=2)[O:11][C:10]=1[C:18]([O:20][CH2:21][CH3:22])=[O:19]. (8) Given the reactants [C:1]([O:5][C:6]([N:8]1[CH2:13][C@@H:12]([N:14]([C:19]([C:21]2[N:25]([CH2:26][CH2:27][CH2:28][CH2:29][O:30][CH3:31])[C:24]3[CH:32]=[C:33]([F:36])[CH:34]=[CH:35][C:23]=3[N:22]=2)=[O:20])[CH2:15][CH:16]([CH3:18])[CH3:17])[CH2:11][C@@H:10]([C:37]([OH:39])=O)[CH2:9]1)=[O:7])([CH3:4])([CH3:3])[CH3:2].C1C=CC2N(O)N=NC=2C=1.CCN=C=NCCCN(C)C.Cl.[NH:62]1[CH2:67][CH2:66][O:65][CH2:64][CH2:63]1.C(N(C(C)C)CC)(C)C, predict the reaction product. The product is: [F:36][C:33]1[CH:34]=[CH:35][C:23]2[N:22]=[C:21]([C:19]([N:14]([CH2:15][CH:16]([CH3:18])[CH3:17])[C@H:12]3[CH2:11][C@@H:10]([C:37]([N:62]4[CH2:67][CH2:66][O:65][CH2:64][CH2:63]4)=[O:39])[CH2:9][N:8]([C:6]([O:5][C:1]([CH3:2])([CH3:4])[CH3:3])=[O:7])[CH2:13]3)=[O:20])[N:25]([CH2:26][CH2:27][CH2:28][CH2:29][O:30][CH3:31])[C:24]=2[CH:32]=1. (9) Given the reactants [OH:1][CH:2]1[CH2:6][CH2:5][N:4]([C:7]2[CH:8]=[C:9]3[C:13](=[CH:14][CH:15]=2)[C:12]2([C:19](=[O:20])[N:18]([CH2:21][C:22]([O:24]C(C)(C)C)=[O:23])[C:17](=[O:29])[NH:16]2)[CH2:11][CH2:10]3)[CH2:3]1.C(O)(C(F)(F)F)=O, predict the reaction product. The product is: [OH:1][CH:2]1[CH2:6][CH2:5][N:4]([C:7]2[CH:8]=[C:9]3[C:13](=[CH:14][CH:15]=2)[C:12]2([C:19](=[O:20])[N:18]([CH2:21][C:22]([OH:24])=[O:23])[C:17](=[O:29])[NH:16]2)[CH2:11][CH2:10]3)[CH2:3]1. (10) Given the reactants [F:1][C:2]1[CH:27]=[C:26]([F:28])[CH:25]=[CH:24][C:3]=1[CH2:4][O:5][C:6]1[CH:11]=[C:10]([CH3:12])[N:9]([C:13]2[CH:14]=[C:15]([CH:19]=[CH:20][C:21]=2[CH3:22])[C:16]([OH:18])=[O:17])[C:8](=[O:23])[CH:7]=1.C1C(=O)N([Cl:36])C(=O)C1, predict the reaction product. The product is: [Cl:36][C:7]1[C:8](=[O:23])[N:9]([C:13]2[CH:14]=[C:15]([CH:19]=[CH:20][C:21]=2[CH3:22])[C:16]([OH:18])=[O:17])[C:10]([CH3:12])=[CH:11][C:6]=1[O:5][CH2:4][C:3]1[CH:24]=[CH:25][C:26]([F:28])=[CH:27][C:2]=1[F:1].